Dataset: Full USPTO retrosynthesis dataset with 1.9M reactions from patents (1976-2016). Task: Predict the reactants needed to synthesize the given product. (1) Given the product [Cl:9][C:10]1[CH:17]=[C:16]([N:4]2[CH:5]=[CH:6][C:2]([I:1])=[N:3]2)[CH:15]=[CH:14][C:11]=1[C:12]#[N:13], predict the reactants needed to synthesize it. The reactants are: [I:1][C:2]1[CH:6]=[CH:5][NH:4][N:3]=1.[H-].[Na+].[Cl:9][C:10]1[CH:17]=[C:16](F)[CH:15]=[CH:14][C:11]=1[C:12]#[N:13]. (2) Given the product [Br:1][CH2:2][CH2:3][CH2:4][N:14]1[C:15]2[C:11](=[CH:10][CH:9]=[CH:8][C:7]=2[Cl:6])[CH:12]=[CH:13]1, predict the reactants needed to synthesize it. The reactants are: [Br:1][CH2:2][CH2:3][CH2:4]Br.[Cl:6][C:7]1[CH:8]=[CH:9][CH:10]=[C:11]2[C:15]=1[NH:14][CH:13]=[CH:12]2.[OH-].[K+].O. (3) Given the product [ClH:24].[ClH:24].[F:1][C:2]1[CH:10]=[CH:9][C:8]2[C:4](=[CH:5][N:6]([CH3:11])[N:7]=2)[C:3]=1[C@@H:12]1[CH2:14][C@H:13]1[CH2:15][NH2:16], predict the reactants needed to synthesize it. The reactants are: [F:1][C:2]1[CH:10]=[CH:9][C:8]2[C:4](=[CH:5][N:6]([CH3:11])[N:7]=2)[C:3]=1[C@@H:12]1[CH2:14][C@H:13]1[CH2:15][NH:16]C(=O)OC(C)(C)C.[ClH:24].CO. (4) Given the product [Cl:1][C:2]1[N:7]=[C:6]([NH:11][C:12]2[S:13][CH:14]=[CH:15][N:16]=2)[CH:5]=[C:4]([O:9][CH3:10])[N:3]=1.[Cl:8][C:6]1[CH:5]=[C:4]([O:9][CH3:10])[N:3]=[C:2]([NH:11][C:12]2[S:13][CH:14]=[CH:15][N:16]=2)[N:7]=1, predict the reactants needed to synthesize it. The reactants are: [Cl:1][C:2]1[N:7]=[C:6]([Cl:8])[CH:5]=[C:4]([O:9][CH3:10])[N:3]=1.[NH2:11][C:12]1[S:13][CH:14]=[CH:15][N:16]=1.C(=O)([O-])[O-].[Cs+].[Cs+]. (5) Given the product [CH2:21]([O:20][C:18]([CH:13]1[CH2:12][C:11]2[C:15](=[CH:16][CH:17]=[C:9]([B:4]([OH:5])[OH:3])[CH:10]=2)[CH2:14]1)=[O:19])[CH3:22], predict the reactants needed to synthesize it. The reactants are: CC1(C)C(C)(C)[O:5][B:4]([C:9]2[CH:10]=[C:11]3[C:15](=[CH:16][CH:17]=2)[CH2:14][CH:13]([C:18]([O:20][CH2:21][CH3:22])=[O:19])[CH2:12]3)[O:3]1.CC([O-])=O.[NH4+].CC(C)=O. (6) The reactants are: [CH3:1][O:2][C:3]1[CH:4]=[C:5]2[O:9][C:8]([C:10]3[N:11]=[C:12]4[N:16]([CH:17]=3)[N:15]=[C:14]([O:18][CH3:19])[S:13]4)=[CH:7][C:6]2=[C:20]([OH:22])[CH:21]=1.[C:23]1([C:29]2[S:30][CH:31]=[C:32]([CH:34](O)[CH3:35])[N:33]=2)[CH:28]=[CH:27][CH:26]=[CH:25][CH:24]=1.C(P(CCCC)CCCC)CCC.N(C(N1CCCCC1)=O)=NC(N1CCCCC1)=O. Given the product [CH3:19][O:18][C:14]1[S:13][C:12]2=[N:11][C:10]([C:8]3[O:9][C:5]4[CH:4]=[C:3]([O:2][CH3:1])[CH:21]=[C:20]([O:22][CH:34]([C:32]5[N:33]=[C:29]([C:23]6[CH:28]=[CH:27][CH:26]=[CH:25][CH:24]=6)[S:30][CH:31]=5)[CH3:35])[C:6]=4[CH:7]=3)=[CH:17][N:16]2[N:15]=1, predict the reactants needed to synthesize it.